This data is from Reaction yield outcomes from USPTO patents with 853,638 reactions. The task is: Predict the reaction yield, written as a fraction of the theoretical maximum amount of product (1.0 means a 100% yield; for example, 0.34 means a 34% yield). (1) The reactants are C[O:2][C:3](=[O:24])[CH:4]([C:11]1[CH:16]=[CH:15][C:14]([S:17]([CH3:20])(=[O:19])=[O:18])=[C:13]([N+:21]([O-:23])=[O:22])[CH:12]=1)[CH2:5][CH:6]1[CH2:10][CH2:9][CH2:8][CH2:7]1.[OH-].[Li+].Cl.C(OCC)(=O)C. The catalyst is O1CCCC1.O. The product is [CH:6]1([CH2:5][CH:4]([C:11]2[CH:16]=[CH:15][C:14]([S:17]([CH3:20])(=[O:19])=[O:18])=[C:13]([N+:21]([O-:23])=[O:22])[CH:12]=2)[C:3]([OH:24])=[O:2])[CH2:10][CH2:9][CH2:8][CH2:7]1. The yield is 0.880. (2) The reactants are [CH2:1]([NH:8][C:9]1[N:17]=[C:16](Cl)[N:15]=[C:14]2[C:10]=1[N:11]=[CH:12][N:13]2[CH:19]1[CH2:24][CH2:23][CH2:22][CH2:21][O:20]1)[C:2]1[CH:7]=[CH:6][CH:5]=[CH:4][CH:3]=1.[CH2:25]([OH:29])[CH2:26][CH2:27][CH3:28].[Na]. The catalyst is [O-]CCCC.[Na+].C(O)CCC. The product is [CH2:1]([NH:8][C:9]1[N:17]=[C:16]([O:29][CH2:25][CH2:26][CH2:27][CH3:28])[N:15]=[C:14]2[C:10]=1[N:11]=[CH:12][N:13]2[CH:19]1[CH2:24][CH2:23][CH2:22][CH2:21][O:20]1)[C:2]1[CH:7]=[CH:6][CH:5]=[CH:4][CH:3]=1. The yield is 0.940. (3) The reactants are [Br:1][C:2]1[CH:6]=[CH:5][S:4][C:3]=1[C:7]1[O:8][C:9]2[C:10](=[C:12]([C:16]([OH:18])=O)[CH:13]=[CH:14][CH:15]=2)[N:11]=1.Cl.Cl.[NH2:21][CH:22]1[CH2:29][CH:28]2[N:30]([CH3:31])[CH:24]([CH2:25][CH2:26][CH2:27]2)[CH2:23]1.Cl.C(N=C=NCCCN(C)C)C.ON1C2C=CC=CC=2N=N1.C(N(CC)CC)C. The catalyst is CN(C=O)C.ClCCl. The product is [CH3:31][N:30]1[CH:24]2[CH2:25][CH2:26][CH2:27][CH:28]1[CH2:29][CH:22]([NH:21][C:16]([C:12]1[CH:13]=[CH:14][CH:15]=[C:9]3[O:8][C:7]([C:3]4[S:4][CH:5]=[CH:6][C:2]=4[Br:1])=[N:11][C:10]=13)=[O:18])[CH2:23]2. The yield is 0.750. (4) The reactants are Br[C:2]1[CH:3]=[C:4]([NH:10][C:11]2[CH:16]=[CH:15][CH:14]=[CH:13][N:12]=2)[C:5](=[O:9])[N:6]([CH3:8])[CH:7]=1.[B:17]1([B:17]2[O:21][C:20]([CH3:23])([CH3:22])[C:19]([CH3:25])([CH3:24])[O:18]2)[O:21][C:20]([CH3:23])([CH3:22])[C:19]([CH3:25])([CH3:24])[O:18]1.CC(C1C=C(C(C)C)C(C2C=CC=CC=2P(C2CCCCC2)C2CCCCC2)=C(C(C)C)C=1)C.C([O-])(=O)C.[K+]. The catalyst is C1C=CC(/C=C/C(/C=C/C2C=CC=CC=2)=O)=CC=1.C1C=CC(/C=C/C(/C=C/C2C=CC=CC=2)=O)=CC=1.C1C=CC(/C=C/C(/C=C/C2C=CC=CC=2)=O)=CC=1.[Pd].[Pd].O1CCOCC1. The product is [CH3:8][N:6]1[CH:7]=[C:2]([B:17]2[O:21][C:20]([CH3:23])([CH3:22])[C:19]([CH3:25])([CH3:24])[O:18]2)[CH:3]=[C:4]([NH:10][C:11]2[CH:16]=[CH:15][CH:14]=[CH:13][N:12]=2)[C:5]1=[O:9]. The yield is 0.960.